From a dataset of Forward reaction prediction with 1.9M reactions from USPTO patents (1976-2016). Predict the product of the given reaction. (1) Given the reactants [CH3:1][NH:2][CH2:3][CH2:4][OH:5].[OH-].[Na+].Br[CH2:9][CH2:10][CH2:11][Cl:12], predict the reaction product. The product is: [Cl:12][CH2:11][CH2:10][CH2:9][N:2]([CH3:1])[CH2:3][CH2:4][OH:5]. (2) Given the reactants [C:1]([O:5][C:6]([N:8]1[CH2:12][CH2:11][C:10]([C:14]2[CH:19]=[C:18]([F:20])[CH:17]=[C:16]([Cl:21])[CH:15]=2)([OH:13])[CH2:9]1)=[O:7])([CH3:4])([CH3:3])[CH3:2].[H-].[Na+].I[CH3:25], predict the reaction product. The product is: [Cl:21][C:16]1[CH:15]=[C:14]([C:10]2([O:13][CH3:25])[CH2:11][CH2:12][N:8]([C:6]([O:5][C:1]([CH3:4])([CH3:2])[CH3:3])=[O:7])[CH2:9]2)[CH:19]=[C:18]([F:20])[CH:17]=1. (3) The product is: [ClH:26].[NH2:18][C@@H:13]([C:4]1[CH:5]=[CH:6][C:7]([O:8][C:9]([F:10])([F:11])[F:12])=[C:2]([F:1])[CH:3]=1)[C:14]([CH3:16])([OH:17])[CH3:15]. Given the reactants [F:1][C:2]1[CH:3]=[C:4]([C@H:13]([NH:18]C(=O)OC(C)(C)C)[C:14]([OH:17])([CH3:16])[CH3:15])[CH:5]=[CH:6][C:7]=1[O:8][C:9]([F:12])([F:11])[F:10].[ClH:26].C(OCC)(=O)C, predict the reaction product. (4) Given the reactants [C:1]([C:5]1[N:13]=[C:12]2[C:8]([N:9]=[CH:10][NH:11]2)=[C:7](Cl)[N:6]=1)([CH3:4])([CH3:3])[CH3:2].[CH2:15]1[C:18]2([CH2:22][CH2:21][NH:20][CH2:19]2)[CH2:17][O:16]1, predict the reaction product. The product is: [C:1]([C:5]1[N:13]=[C:12]2[C:8]([N:9]=[CH:10][NH:11]2)=[C:7]([N:20]2[CH2:21][CH2:22][C:18]3([CH2:15][O:16][CH2:17]3)[CH2:19]2)[N:6]=1)([CH3:4])([CH3:3])[CH3:2].